Dataset: Full USPTO retrosynthesis dataset with 1.9M reactions from patents (1976-2016). Task: Predict the reactants needed to synthesize the given product. (1) Given the product [CH2:24]([C:26]1[CH:34]=[CH:33][C:29]([C:30]([NH:1][CH2:2][C@H:3]2[N:8]([C:9]([C:11]3[N:12]=[C:13]([CH3:23])[S:14][C:15]=3[C:16]3[CH:17]=[C:18]([CH3:22])[CH:19]=[CH:20][CH:21]=3)=[O:10])[CH2:7][C@H:6]3[C@@H:4]2[CH2:5]3)=[O:31])=[CH:28][CH:27]=1)[CH3:25], predict the reactants needed to synthesize it. The reactants are: [NH2:1][CH2:2][C@H:3]1[N:8]([C:9]([C:11]2[N:12]=[C:13]([CH3:23])[S:14][C:15]=2[C:16]2[CH:17]=[C:18]([CH3:22])[CH:19]=[CH:20][CH:21]=2)=[O:10])[CH2:7][C@H:6]2[C@@H:4]1[CH2:5]2.[CH2:24]([C:26]1[CH:34]=[CH:33][C:29]([C:30](O)=[O:31])=[CH:28][CH:27]=1)[CH3:25]. (2) Given the product [CH3:1][O:2][C:3]([C:5]1[CH:15]=[C:14]([O:16][C:41]2[CH:42]=[CH:43][C:38]([C:37]([O:36][CH2:29][C:30]3[CH:35]=[CH:34][CH:33]=[CH:32][CH:31]=3)=[O:46])=[C:39]([F:45])[CH:40]=2)[C:8]2[CH2:9][C:10]([CH3:13])([CH3:12])[O:11][C:7]=2[CH:6]=1)=[O:4], predict the reactants needed to synthesize it. The reactants are: [CH3:1][O:2][C:3]([C:5]1[CH:15]=[C:14]([O:16]C2C=CC(C(N3CCC3)=O)=CC=2)[C:8]2[CH2:9][C:10]([CH3:13])([CH3:12])[O:11][C:7]=2[CH:6]=1)=[O:4].[CH2:29]([O:36][C:37](=[O:46])[C:38]1[CH:43]=[CH:42][C:41](Br)=[CH:40][C:39]=1[F:45])[C:30]1[CH:35]=[CH:34][CH:33]=[CH:32][CH:31]=1.COC(C1C=C(O)C2CC(C)(C)OC=2C=1)=O. (3) Given the product [Br:1][CH2:2][CH2:3][C:4]1[CH:12]=[CH:11][C:7]([C:8]([O:10][CH3:13])=[O:9])=[CH:6][CH:5]=1, predict the reactants needed to synthesize it. The reactants are: [Br:1][CH2:2][CH2:3][C:4]1[CH:12]=[CH:11][C:7]([C:8]([OH:10])=[O:9])=[CH:6][CH:5]=1.[CH3:13][Si](C=[N+]=[N-])(C)C. (4) Given the product [CH3:1][O:2][C:3]1[CH:4]=[C:5]([C:11]2[C:22](=[O:23])[N:21]([CH2:25][CH2:26][C:27]3[CH:28]=[C:29]([NH:33][C:34](=[O:40])[O:35][C:36]([CH3:39])([CH3:38])[CH3:37])[CH:30]=[CH:31][CH:32]=3)[C:14]3[N:15]=[C:16]([S:19][CH3:20])[N:17]=[CH:18][C:13]=3[CH:12]=2)[CH:6]=[C:7]([O:9][CH3:10])[CH:8]=1, predict the reactants needed to synthesize it. The reactants are: [CH3:1][O:2][C:3]1[CH:4]=[C:5]([C:11]2[C:22](=[O:23])[NH:21][C:14]3[N:15]=[C:16]([S:19][CH3:20])[N:17]=[CH:18][C:13]=3[CH:12]=2)[CH:6]=[C:7]([O:9][CH3:10])[CH:8]=1.I[CH2:25][CH2:26][C:27]1[CH:28]=[C:29]([NH:33][C:34](=[O:40])[O:35][C:36]([CH3:39])([CH3:38])[CH3:37])[CH:30]=[CH:31][CH:32]=1.C([O-])([O-])=O.[K+].[K+].O. (5) Given the product [CH2:12]1[CH:13]2[CH2:18][CH2:17][CH:16]([OH:19])[CH:14]2[CH2:15][NH:11]1, predict the reactants needed to synthesize it. The reactants are: C(OC([N:11]1[CH2:15][CH:14]2[CH:16]([OH:19])[CH2:17][CH2:18][CH:13]2[CH2:12]1)=O)C1C=CC=CC=1.[H][H].